This data is from Catalyst prediction with 721,799 reactions and 888 catalyst types from USPTO. The task is: Predict which catalyst facilitates the given reaction. (1) Reactant: [Br:1][C:2]1[CH:3]=[CH:4][CH:5]=[C:6]2[C:11]=1[N:10]=[CH:9][CH:8]=[C:7]2[CH:12]=O.[NH2:14][OH:15]. Product: [Br:1][C:2]1[CH:3]=[CH:4][CH:5]=[C:6]2[C:11]=1[N:10]=[CH:9][CH:8]=[C:7]2[CH:12]=[N:14][OH:15]. The catalyst class is: 40. (2) Reactant: [C:1]1([C:7]2[CH:16]=[C:15]([C:17](O)=[O:18])[C:14]3[C:9](=[CH:10][CH:11]=[CH:12][CH:13]=3)[N:8]=2)[CH:6]=[CH:5][CH:4]=[CH:3][CH:2]=1.C(N=C=NC(C)C)(C)C.C1C=CC2N(O)N=NC=2C=1.[NH2:39][C@H:40]([CH2:44][OH:45])[C@@H:41]([CH3:43])[OH:42]. Product: [OH:45][CH2:44][C@H:40]([NH:39][C:17]([C:15]1[C:14]2[C:9](=[CH:10][CH:11]=[CH:12][CH:13]=2)[N:8]=[C:7]([C:1]2[CH:6]=[CH:5][CH:4]=[CH:3][CH:2]=2)[CH:16]=1)=[O:18])[C@H:41]([OH:42])[CH3:43]. The catalyst class is: 3. (3) Reactant: [Cl:1][C:2]1[CH:3]=[C:4]([CH:8]=[C:9]([Cl:11])[CH:10]=1)[C:5]([OH:7])=O.[NH:12]1[CH2:15][CH:14]([CH2:16][O:17][C:18]2[C:30]([CH:31]3[CH2:33][CH2:32]3)=[CH:29][C:21]([C:22]([O:24][C:25]([CH3:28])([CH3:27])[CH3:26])=[O:23])=[C:20]([F:34])[CH:19]=2)[CH2:13]1.CCN=C=NCCCN(C)C.Cl. Product: [CH:31]1([C:30]2[C:18]([O:17][CH2:16][CH:14]3[CH2:13][N:12]([C:5](=[O:7])[C:4]4[CH:8]=[C:9]([Cl:11])[CH:10]=[C:2]([Cl:1])[CH:3]=4)[CH2:15]3)=[CH:19][C:20]([F:34])=[C:21]([CH:29]=2)[C:22]([O:24][C:25]([CH3:27])([CH3:28])[CH3:26])=[O:23])[CH2:32][CH2:33]1. The catalyst class is: 79. (4) Product: [Br:1][C:17]1[S:16][CH:15]=[C:14]([C:10]2[CH:11]=[CH:12][CH:13]=[C:8]([O:7][CH3:6])[CH:9]=2)[N:18]=1. Reactant: [BrH:1].C(O)(=O)C.[CH3:6][O:7][C:8]1[CH:9]=[C:10]([C:14](=O)[CH2:15][S:16][C:17]#[N:18])[CH:11]=[CH:12][CH:13]=1.O. The catalyst class is: 15. (5) Reactant: [CH3:1][N:2]1[C:10]2[C:5](=[CH:6][CH:7]=[CH:8][C:9]=2[CH2:11][C:12]([NH2:14])=[O:13])[CH:4]=[CH:3]1.[Br:15][C:16]1[CH:17]=[C:18]2[C:22](=[CH:23][CH:24]=1)[NH:21][CH:20]=[C:19]2[C:25](=O)[C:26](OC)=[O:27].CC(C)([O-])C.[K+].C1COCC1. Product: [Br:15][C:16]1[CH:17]=[C:18]2[C:22](=[CH:23][CH:24]=1)[NH:21][CH:20]=[C:19]2[C:25]1[C:26](=[O:27])[NH:14][C:12](=[O:13])[C:11]=1[C:9]1[CH:8]=[CH:7][CH:6]=[C:5]2[C:10]=1[N:2]([CH3:1])[CH:3]=[CH:4]2. The catalyst class is: 3. (6) Reactant: Br[Mg][CH:3]1[CH2:8][CH2:7][CH2:6][CH2:5][CH2:4]1.[O:9]=[C:10]1[CH2:14][CH2:13][N:12](C(OCC2C=CC=CC=2)=O)[CH2:11]1.C(O)(=O)C. Product: [CH:3]1([C:10]2([OH:9])[CH2:14][CH2:13][NH:12][CH2:11]2)[CH2:8][CH2:7][CH2:6][CH2:5][CH2:4]1. The catalyst class is: 7. (7) Reactant: [Br:1][C:2]1[CH:3]=[N:4][N:5]([CH2:7][C:8]2[CH:9]=[C:10]([OH:14])[CH:11]=[CH:12][CH:13]=2)[CH:6]=1.[C:15]([O:18][CH2:19][CH2:20]Br)(=[O:17])[CH3:16].C(=O)([O-])[O-].[K+].[K+]. Product: [C:15]([O:18][CH2:19][CH2:20][O:14][C:10]1[CH:11]=[CH:12][CH:13]=[C:8]([CH2:7][N:5]2[CH:6]=[C:2]([Br:1])[CH:3]=[N:4]2)[CH:9]=1)(=[O:17])[CH3:16]. The catalyst class is: 3. (8) Reactant: [Si]([O:8][C@H:9]([CH3:39])[C@@H:10]([NH:22][C:23]([N:25]1[CH2:34][CH2:33][C:32]2[CH:31]=[N:30][C:29]([NH:35][CH:36]([CH3:38])[CH3:37])=[N:28][C:27]=2[CH2:26]1)=[O:24])[C:11]1[CH:16]=[CH:15][CH:14]=[C:13]([C:17]([F:20])([F:19])[F:18])[C:12]=1[F:21])(C(C)(C)C)(C)C.CCCC[N+](CCCC)(CCCC)CCCC.[F-]. Product: [F:21][C:12]1[C:13]([C:17]([F:18])([F:19])[F:20])=[CH:14][CH:15]=[CH:16][C:11]=1[C@H:10]([NH:22][C:23]([N:25]1[CH2:34][CH2:33][C:32]2[CH:31]=[N:30][C:29]([NH:35][CH:36]([CH3:38])[CH3:37])=[N:28][C:27]=2[CH2:26]1)=[O:24])[C@@H:9]([OH:8])[CH3:39]. The catalyst class is: 1. (9) Reactant: FC(F)(F)C(O)=O.[CH2:8]([C:15]1([OH:29])[CH2:28][C:17]2([CH2:20][N:19](C(OC(C)(C)C)=O)[CH2:18]2)[CH2:16]1)[C:9]1[CH:14]=[CH:13][CH:12]=[CH:11][CH:10]=1. Product: [CH2:8]([C:15]1([OH:29])[CH2:28][C:17]2([CH2:20][NH:19][CH2:18]2)[CH2:16]1)[C:9]1[CH:10]=[CH:11][CH:12]=[CH:13][CH:14]=1. The catalyst class is: 4. (10) Reactant: Cl.Cl.[NH2:3][C@@H:4]1[C:18](=[O:19])[N:17]2[CH2:20][C@H:21]([O:23][C:24]3[C:33]4[C:28](=[C:29]([CH3:36])[C:30]([O:34][CH3:35])=[CH:31][CH:32]=4)[N:27]=[C:26]([C:37]4[S:38][CH:39]=[C:40]([CH:42]([CH3:44])[CH3:43])[N:41]=4)[CH:25]=3)[CH2:22][C@H:16]2[C:15](=[O:45])[NH:14][C@:13]2([C:47]([NH:49][S:50]([CH:53]3[CH2:55][CH2:54]3)(=[O:52])=[O:51])=[O:48])[CH2:46][C@H:12]2[CH:11]=[CH:10][CH2:9][CH2:8][CH2:7][CH2:6][CH2:5]1.C(N(C(C)C)CC)(C)C.[C:65]1([N:71]=[C:72]=[O:73])[CH:70]=[CH:69][CH:68]=[CH:67][CH:66]=1. Product: [CH:53]1([S:50]([NH:49][C:47]([C@@:13]23[CH2:46][C@H:12]2[CH:11]=[CH:10][CH2:9][CH2:8][CH2:7][CH2:6][CH2:5][C@H:4]([NH:3][C:72]([NH:71][C:65]2[CH:70]=[CH:69][CH:68]=[CH:67][CH:66]=2)=[O:73])[C:18](=[O:19])[N:17]2[CH2:20][C@H:21]([O:23][C:24]4[C:33]5[C:28](=[C:29]([CH3:36])[C:30]([O:34][CH3:35])=[CH:31][CH:32]=5)[N:27]=[C:26]([C:37]5[S:38][CH:39]=[C:40]([CH:42]([CH3:43])[CH3:44])[N:41]=5)[CH:25]=4)[CH2:22][C@H:16]2[C:15](=[O:45])[NH:14]3)=[O:48])(=[O:51])=[O:52])[CH2:54][CH2:55]1. The catalyst class is: 1.